This data is from Forward reaction prediction with 1.9M reactions from USPTO patents (1976-2016). The task is: Predict the product of the given reaction. (1) Given the reactants [F:1][C:2]1[CH:9]=[CH:8][CH:7]=[CH:6][C:3]=1[CH2:4][OH:5].[H-].[Na+].Cl[C:13]1[C:22]2[C:17](=[C:18]([OH:23])[CH:19]=[CH:20][CH:21]=2)[N:16]=[C:15]([CH3:24])[CH:14]=1, predict the reaction product. The product is: [F:1][C:2]1[CH:9]=[CH:8][CH:7]=[CH:6][C:3]=1[CH2:4][O:5][C:13]1[C:22]2[C:17](=[C:18]([OH:23])[CH:19]=[CH:20][CH:21]=2)[N:16]=[C:15]([CH3:24])[CH:14]=1. (2) Given the reactants [Cl:1][C:2]1[CH:3]=[C:4]([NH:9][CH2:10][C:11]([N:13]2[CH2:18][CH2:17][CH2:16][C@@H:15]([NH:19][C:20]3[C:25]([C:26]([O:28]C)=[O:27])=[CH:24][N:23]=[C:22]4[NH:30][CH:31]=[CH:32][C:21]=34)[CH2:14]2)=[O:12])[CH:5]=[C:6]([Cl:8])[CH:7]=1.[OH-].[Na+].Cl, predict the reaction product. The product is: [Cl:1][C:2]1[CH:3]=[C:4]([NH:9][CH2:10][C:11]([N:13]2[CH2:18][CH2:17][CH2:16][C@@H:15]([NH:19][C:20]3[C:25]([C:26]([OH:28])=[O:27])=[CH:24][N:23]=[C:22]4[NH:30][CH:31]=[CH:32][C:21]=34)[CH2:14]2)=[O:12])[CH:5]=[C:6]([Cl:8])[CH:7]=1. (3) Given the reactants [OH:1][CH:2]1[CH2:7][CH2:6][N:5]([CH3:8])[CH2:4][CH2:3]1.[O:9]=[C:10](Cl)OC(Cl)(Cl)Cl.S(C1C=CC(C)=CC=1)(O)(=O)=O.[NH2:28][C:29]1[CH:30]=[C:31]([CH2:41][CH2:42][CH2:43][C:44]([O:46][CH2:47][C:48]2[CH:53]=[CH:52][CH:51]=[CH:50][CH:49]=2)=[O:45])[CH:32]=[CH:33][C:34]=1[C:35]1[CH:40]=[CH:39][CH:38]=[CH:37][CH:36]=1.N1C=CC=CC=1, predict the reaction product. The product is: [CH3:8][N:5]1[CH2:6][CH2:7][CH:2]([O:1][C:10]([NH:28][C:29]2[CH:30]=[C:31]([CH2:41][CH2:42][CH2:43][C:44]([O:46][CH2:47][C:48]3[CH:49]=[CH:50][CH:51]=[CH:52][CH:53]=3)=[O:45])[CH:32]=[CH:33][C:34]=2[C:35]2[CH:36]=[CH:37][CH:38]=[CH:39][CH:40]=2)=[O:9])[CH2:3][CH2:4]1. (4) The product is: [C:18]([N:15]1[CH2:14][CH2:13][C:12]2([CH2:9][C:8](=[O:10])[C:3]3[C:2](=[CH:7][CH:6]=[CH:5][CH:4]=3)[O:1]2)[CH2:17][CH2:16]1)([O:20][C:21]([CH3:24])([CH3:23])[CH3:22])=[O:19]. Given the reactants [OH:1][C:2]1[CH:7]=[CH:6][CH:5]=[CH:4][C:3]=1[C:8](=[O:10])[CH3:9].O=[C:12]1[CH2:17][CH2:16][N:15]([C:18]([O:20][C:21]([CH3:24])([CH3:23])[CH3:22])=[O:19])[CH2:14][CH2:13]1.N1CCCC1, predict the reaction product. (5) Given the reactants [C:1](Cl)(=[O:8])[C:2]1[CH:7]=[CH:6][CH:5]=[CH:4][CH:3]=1.[Cl-].[Al+3].[Cl-].[Cl-].[N+:14]([C:17]1[CH:18]=[C:19]2[C:23](=[CH:24][CH:25]=1)[NH:22][CH:21]=[CH:20]2)([O-:16])=[O:15].C(OCC)(=O)C, predict the reaction product. The product is: [N+:14]([C:17]1[CH:18]=[C:19]2[C:23](=[CH:24][CH:25]=1)[NH:22][CH:21]=[C:20]2[C:1]([C:2]1[CH:7]=[CH:6][CH:5]=[CH:4][CH:3]=1)=[O:8])([O-:16])=[O:15]. (6) Given the reactants [CH2:1]1[N:6]([CH2:7][CH2:8][C:9]2[CH:14]=[CH:13][C:12]([F:15])=[CH:11][C:10]=2F)[CH2:5][CH2:4][N:3]([C:17]([C:19]2[C:24]3[NH:25][CH:26]=[C:27]([C:28]#[N:29])[C:23]=3[CH:22]=[CH:21][CH:20]=2)=[O:18])[CH2:2]1.O.[ClH:31], predict the reaction product. The product is: [ClH:31].[F:15][C:12]1[CH:13]=[CH:14][C:9]([CH2:8][CH2:7][N:6]2[CH2:5][CH2:4][N:3]([C:17]([C:19]3[CH:20]=[CH:21][CH:22]=[C:23]4[C:24]=3[NH:25][CH:26]=[C:27]4[C:28]#[N:29])=[O:18])[CH2:2][CH2:1]2)=[CH:10][CH:11]=1. (7) Given the reactants F[C:2]1[CH:7]=[CH:6][CH:5]=[C:4]([F:8])[C:3]=1[N+:9]([O-:11])=[O:10].[CH2:12]([OH:19])[C:13]1[CH:18]=[CH:17][CH:16]=[CH:15][CH:14]=1.C(=O)([O-])[O-].[K+].[K+].CCOC(C)=O, predict the reaction product. The product is: [CH2:12]([O:19][C:2]1[CH:7]=[CH:6][CH:5]=[C:4]([F:8])[C:3]=1[N+:9]([O-:11])=[O:10])[C:13]1[CH:18]=[CH:17][CH:16]=[CH:15][CH:14]=1. (8) The product is: [CH3:29][CH:28]([CH3:30])[CH2:27][NH:31][C:14]([C:13]1[S:12][C:11]([O:17][C:18]2[CH:23]=[CH:22][C:21]3[O:24][CH2:25][O:26][C:20]=3[CH:19]=2)=[C:9]2[C:10]3[N:2]([CH3:1])[N:3]=[CH:4][C:5]=3[CH2:6][CH2:7][C:8]=12)=[O:15]. Given the reactants [CH3:1][N:2]1[C:10]2[C:9]3=[C:11]([O:17][C:18]4[CH:23]=[CH:22][C:21]5[O:24][CH2:25][O:26][C:20]=5[CH:19]=4)[S:12][C:13]([C:14](O)=[O:15])=[C:8]3[CH2:7][CH2:6][C:5]=2[CH:4]=[N:3]1.[CH2:27]([NH2:31])[CH:28]([CH3:30])[CH3:29].CCN=C=NCCCN(C)C.C1C=CC2N(O)N=NC=2C=1, predict the reaction product. (9) Given the reactants Br[CH2:2][CH2:3][CH2:4][CH2:5]Br.[C:7]([O:14][C:15]([CH3:18])([CH3:17])[CH3:16])(=[O:13])[CH2:8][C:9]([O:11][CH3:12])=[O:10].C(=O)([O-])[O-].[Cs+].[Cs+].F[B-](F)(F)F.C(N1C=C[N+](C)=C1)CCC, predict the reaction product. The product is: [C:8]1([C:9]([O:11][CH3:12])=[O:10])([C:7]([O:14][C:15]([CH3:18])([CH3:17])[CH3:16])=[O:13])[CH2:5][CH2:4][CH2:3][CH2:2]1.